Dataset: Catalyst prediction with 721,799 reactions and 888 catalyst types from USPTO. Task: Predict which catalyst facilitates the given reaction. Reactant: [Br:1][C:2]1[CH:3]=[C:4]2[C:9](=[CH:10][CH:11]=1)[C:8](=[O:12])[N:7]([CH2:13][C:14]1[CH:19]=[CH:18][C:17]([S:20]([CH2:23][CH2:24][CH2:25][O:26]C3CCCCO3)(=[O:22])=[O:21])=[CH:16][CH:15]=1)[C:6]([C:33](=[O:36])[CH2:34][CH3:35])=[C:5]2[C:37]1[CH:42]=[CH:41][CH:40]=[CH:39][CH:38]=1.O.C1(C)C=CC(S(O)(=O)=O)=CC=1. Product: [Br:1][C:2]1[CH:3]=[C:4]2[C:9](=[CH:10][CH:11]=1)[C:8](=[O:12])[N:7]([CH2:13][C:14]1[CH:15]=[CH:16][C:17]([S:20]([CH2:23][CH2:24][CH2:25][OH:26])(=[O:21])=[O:22])=[CH:18][CH:19]=1)[C:6]([C:33](=[O:36])[CH2:34][CH3:35])=[C:5]2[C:37]1[CH:38]=[CH:39][CH:40]=[CH:41][CH:42]=1. The catalyst class is: 5.